Predict the reaction yield, written as a fraction of the theoretical maximum amount of product (1.0 means a 100% yield; for example, 0.34 means a 34% yield). From a dataset of Reaction yield outcomes from USPTO patents with 853,638 reactions. The reactants are [CH3:1][N:2]([C:11]1[CH:12]=[CH:13][CH:14]=[C:15]2[C:19]=1[NH:18][C:17]([C:20]1[S:21][CH:22]([CH2:25][C:26](=O)[CH:27]=[CH2:28])[CH2:23][N:24]=1)=[CH:16]2)[S:3]([C:6]1[S:7][CH:8]=[CH:9][CH:10]=1)(=[O:5])=[O:4].[OH:30][CH2:31][CH2:32][NH:33][NH2:34].O. The catalyst is O1CCCC1. The product is [OH:30][CH2:31][CH2:32][N:33]1[CH2:28][CH2:27][C:26]([CH2:25][CH:22]2[S:21][C:20]([C:17]3[NH:18][C:19]4[C:15]([CH:16]=3)=[CH:14][CH:13]=[CH:12][C:11]=4[N:2]([CH3:1])[S:3]([C:6]3[S:7][CH:8]=[CH:9][CH:10]=3)(=[O:4])=[O:5])=[N:24][CH2:23]2)=[N:34]1. The yield is 0.580.